Dataset: Peptide-MHC class I binding affinity with 185,985 pairs from IEDB/IMGT. Task: Regression. Given a peptide amino acid sequence and an MHC pseudo amino acid sequence, predict their binding affinity value. This is MHC class I binding data. (1) The peptide sequence is RVPVTGIHL. The MHC is Mamu-A01 with pseudo-sequence Mamu-A01. The binding affinity (normalized) is 0.950. (2) The peptide sequence is AGGWVLWKV. The MHC is HLA-A80:01 with pseudo-sequence HLA-A80:01. The binding affinity (normalized) is 0.0847. (3) The MHC is Mamu-A01 with pseudo-sequence Mamu-A01. The binding affinity (normalized) is 0.599. The peptide sequence is CSFYADPKRYF. (4) The peptide sequence is GSEDRDLLY. The MHC is HLA-B58:01 with pseudo-sequence HLA-B58:01. The binding affinity (normalized) is 0.0847. (5) The peptide sequence is RWASGVSEI. The MHC is HLA-B27:03 with pseudo-sequence HLA-B27:03. The binding affinity (normalized) is 0.0847. (6) The peptide sequence is AQNAISTTF. The MHC is HLA-A31:01 with pseudo-sequence HLA-A31:01. The binding affinity (normalized) is 0.0847. (7) The MHC is HLA-B08:01 with pseudo-sequence HLA-B08:01. The peptide sequence is FMHEQGYSH. The binding affinity (normalized) is 0.